From a dataset of Reaction yield outcomes from USPTO patents with 853,638 reactions. Predict the reaction yield, written as a fraction of the theoretical maximum amount of product (1.0 means a 100% yield; for example, 0.34 means a 34% yield). (1) The reactants are [Cl:1][C:2]1[CH:8]=[C:7]([O:9][C:10]2[C:19]3[C:14](=[CH:15][C:16]([O:22][CH3:23])=[C:17]([O:20][CH3:21])[CH:18]=3)[N:13]=[CH:12][N:11]=2)[CH:6]=[CH:5][C:3]=1[NH2:4].C1(C)C=CC=CC=1.C(N(CC)CC)C.ClC(Cl)(O[C:42](=[O:48])[O:43][C:44](Cl)(Cl)Cl)Cl.[Cl:50][C:51]1[CH:61]=[CH:60][CH:59]=[CH:58][C:52]=1[O:53][CH2:54][CH2:55]CO. The catalyst is C(Cl)Cl. The product is [Cl:1][C:2]1[CH:8]=[C:7]([O:9][C:10]2[C:19]3[C:14](=[CH:15][C:16]([O:22][CH3:23])=[C:17]([O:20][CH3:21])[CH:18]=3)[N:13]=[CH:12][N:11]=2)[CH:6]=[CH:5][C:3]=1[NH:4][C:42](=[O:48])[O:43][CH2:44][CH2:55][CH2:54][O:53][C:52]1[CH:58]=[CH:59][CH:60]=[CH:61][C:51]=1[Cl:50]. The yield is 0.500. (2) The reactants are [OH:1][C:2]1[CH:7]=[CH:6][CH:5]=[CH:4][C:3]=1[C:8]1[N:17]=[C:16]([N:18]2[CH2:23][CH2:22][CH2:21][C@@H:20]([CH2:24][NH:25]C(=O)[O-])[CH2:19]2)[C:15]2[C:10](=[CH:11][C:12]([CH3:29])=[CH:13][CH:14]=2)[N:9]=1.C(O)(C(F)(F)F)=O.[OH-].[Na+]. The catalyst is C(Cl)Cl. The product is [NH2:25][CH2:24][C@@H:20]1[CH2:21][CH2:22][CH2:23][N:18]([C:16]2[C:15]3[C:10](=[CH:11][C:12]([CH3:29])=[CH:13][CH:14]=3)[N:9]=[C:8]([C:3]3[CH:4]=[CH:5][CH:6]=[CH:7][C:2]=3[OH:1])[N:17]=2)[CH2:19]1. The yield is 0.740. (3) The reactants are C(C1C=C([CH2+]=NC2C=CC(OC3C=CN=C(C(NC)=O)C=3)=CC=2F)N(C2C=[CH:34][CH:33]=[C:32]([CH2:36][OH:37])C=2)N=1)(C)(C)C.[C:38]([C:42]1[CH:46]=[C:45]([NH:47][C:48]([NH:50][C:51]2[CH:67]=[CH:66][C:54]([O:55][C:56]3[CH:61]=[CH:60][N:59]=[C:58]([C:62]([NH:64][CH3:65])=[O:63])[CH:57]=3)=[CH:53][C:52]=2[F:68])=[O:49])[N:44]([C:69]2[CH:74]=[CH:73][CH:72]=[C:71]([CH2:75][OH:76])[CH:70]=2)[N:43]=1)([CH3:41])([CH3:40])[CH3:39].N1C=CC=C[CH:78]=1.CC(C)C(=O)CCl. The product is [CH3:78][CH:33]([CH3:34])[CH2:32][C:36]([O:76][CH2:75][C:71]1[CH:72]=[CH:73][CH:74]=[C:69]([N:44]2[C:45]([NH:47][C:48](=[O:49])[NH:50][C:51]3[CH:67]=[CH:66][C:54]([O:55][C:56]4[CH:61]=[CH:60][N:59]=[C:58]([C:62](=[O:63])[NH:64][CH3:65])[CH:57]=4)=[CH:53][C:52]=3[F:68])=[CH:46][C:42]([C:38]([CH3:41])([CH3:39])[CH3:40])=[N:43]2)[CH:70]=1)=[O:37]. The catalyst is ClCCl.CCOC(C)=O. The yield is 0.180. (4) The reactants are N(C(OCC)=O)=NC(OCC)=O.[F:13][C:14]([F:33])([F:32])[O:15][C:16]1[CH:21]=[CH:20][C:19]([C:22]2([N:25]3[CH2:30][CH2:29][CH:28]([OH:31])[CH2:27][CH2:26]3)[CH2:24][CH2:23]2)=[CH:18][CH:17]=1.O[N:35]1[C:43](=[O:44])[C:42]2[C:37](=[CH:38][CH:39]=[CH:40][CH:41]=2)[C:36]1=[O:45].C1(P(C2C=CC=CC=2)C2C=CC=CC=2)C=CC=CC=1. The catalyst is O1CCCC1. The product is [F:33][C:14]([F:13])([F:32])[O:15][C:16]1[CH:21]=[CH:20][C:19]([C:22]2([N:25]3[CH2:26][CH2:27][CH:28]([O:31][N:35]4[C:43](=[O:44])[C:42]5[C:37](=[CH:38][CH:39]=[CH:40][CH:41]=5)[C:36]4=[O:45])[CH2:29][CH2:30]3)[CH2:23][CH2:24]2)=[CH:18][CH:17]=1. The yield is 0.850. (5) The catalyst is C1COCC1. The reactants are [F:1][C:2]1[CH:7]=[CH:6][CH:5]=[C:4]([F:8])[C:3]=1[N:9]1[C:14]2[N:15]=[C:16](S(C)=O)[N:17]=[C:18]([C:19]3[CH:20]=[C:21]([CH:28]=[CH:29][C:30]=3[CH3:31])[C:22]([NH:24][CH:25]([CH3:27])[CH3:26])=[O:23])[C:13]=2[CH2:12][NH:11][C:10]1=[O:35].[CH2:36]([N:38]([CH2:43][CH3:44])[CH2:39][CH2:40][CH2:41][NH2:42])[CH3:37]. The yield is 0.830. The product is [CH2:36]([N:38]([CH2:43][CH3:44])[CH2:39][CH2:40][CH2:41][NH:42][C:16]1[N:17]=[C:18]([C:19]2[CH:20]=[C:21]([CH:28]=[CH:29][C:30]=2[CH3:31])[C:22]([NH:24][CH:25]([CH3:27])[CH3:26])=[O:23])[C:13]2[CH2:12][NH:11][C:10](=[O:35])[N:9]([C:3]3[C:2]([F:1])=[CH:7][CH:6]=[CH:5][C:4]=3[F:8])[C:14]=2[N:15]=1)[CH3:37]. (6) The reactants are [NH2:1][C:2]1[CH:33]=[CH:32][C:31]([CH3:34])=[CH:30][C:3]=1[C:4]([N:6]([CH2:19][C:20]1[CH:25]=[CH:24][C:23]([C:26]([CH3:29])([CH3:28])[CH3:27])=[CH:22][CH:21]=1)[CH2:7][CH2:8][C:9]1[CH:14]=[CH:13][CH:12]=[C:11]([C:15]([F:18])([F:17])[F:16])[CH:10]=1)=[O:5].[Br:35]N1C(=O)CCC1=O.O.C(Cl)Cl. The catalyst is C(#N)C. The product is [NH2:1][C:2]1[C:33]([Br:35])=[CH:32][C:31]([CH3:34])=[CH:30][C:3]=1[C:4]([N:6]([CH2:19][C:20]1[CH:21]=[CH:22][C:23]([C:26]([CH3:29])([CH3:28])[CH3:27])=[CH:24][CH:25]=1)[CH2:7][CH2:8][C:9]1[CH:14]=[CH:13][CH:12]=[C:11]([C:15]([F:16])([F:17])[F:18])[CH:10]=1)=[O:5]. The yield is 0.710. (7) The yield is 0.180. The catalyst is CN(C)C=O. The reactants are [CH3:1][S:2]([NH2:5])(=[O:4])=[O:3].[H-].[Na+].[CH3:8][C:9]1([CH3:37])[CH2:18][C:17]2[C:12](=[CH:13][CH:14]=[C:15]([C:19](O)=[O:20])[CH:16]=2)[NH:11][CH:10]1[C:22]1[CH:27]=[CH:26][CH:25]=[C:24]([C:28](=[O:36])[NH:29][C:30]2[CH:35]=[CH:34][CH:33]=[CH:32][CH:31]=2)[CH:23]=1.C(N1C=CN=C1)(N1C=CN=C1)=O. The product is [CH3:1][S:2]([NH:5][C:19]([C:15]1[CH:16]=[C:17]2[C:12](=[CH:13][CH:14]=1)[NH:11][CH:10]([C:22]1[CH:23]=[C:24]([CH:25]=[CH:26][CH:27]=1)[C:28]([NH:29][C:30]1[CH:31]=[CH:32][CH:33]=[CH:34][CH:35]=1)=[O:36])[C:9]([CH3:37])([CH3:8])[CH2:18]2)=[O:20])(=[O:4])=[O:3]. (8) The reactants are [CH3:1][C:2]1[C:10]2[C:5](=[N:6][C:7]([CH3:23])=[C:8]([CH2:18][C:19]([O:21][CH3:22])=[O:20])[C:9]=2[C:11]2[CH:16]=[CH:15][C:14]([CH3:17])=[CH:13][CH:12]=2)[S:4][CH:3]=1.[Li+].C[Si]([N-][Si](C)(C)C)(C)C.[CH2:34]1[CH2:38]OC[CH2:35]1.ICCC. The catalyst is CN(C=O)C. The product is [CH3:1][C:2]1[C:10]2[C:5](=[N:6][C:7]([CH3:23])=[C:8]([CH:18]([CH2:35][CH2:34][CH3:38])[C:19]([O:21][CH3:22])=[O:20])[C:9]=2[C:11]2[CH:12]=[CH:13][C:14]([CH3:17])=[CH:15][CH:16]=2)[S:4][CH:3]=1. The yield is 0.960. (9) The reactants are C[O:2][C:3](=[O:27])[CH2:4][CH2:5][C:6]1([CH2:21][CH2:22][C:23]([O:25]C)=[O:24])[C:18]2[CH:17]=[C:16]([Br:19])[CH:15]=[CH:14][C:13]=2[C:12]2[C:7]1=[CH:8][C:9]([Br:20])=[CH:10][CH:11]=2.C1COCC1.CO.[OH-].[Na+]. The catalyst is O. The product is [Br:19][C:16]1[CH:15]=[CH:14][C:13]2[C:12]3[C:7](=[CH:8][C:9]([Br:20])=[CH:10][CH:11]=3)[C:6]([CH2:5][CH2:4][C:3]([OH:27])=[O:2])([CH2:21][CH2:22][C:23]([OH:25])=[O:24])[C:18]=2[CH:17]=1. The yield is 0.900. (10) The reactants are [CH:1]1([CH2:4][OH:5])[CH2:3][CH2:2]1.[H-].[Na+].Cl[C:9]1[N:10]=[C:11]([OH:25])[C:12]2[CH:18]=[CH:17][N:16]=[C:15]([C:19]3[N:20]=[CH:21][N:22]([CH3:24])[CH:23]=3)[C:13]=2[N:14]=1. The catalyst is CN(C=O)C. The product is [CH:1]1([CH2:4][O:5][C:9]2[N:10]=[C:11]([OH:25])[C:12]3[CH:18]=[CH:17][N:16]=[C:15]([C:19]4[N:20]=[CH:21][N:22]([CH3:24])[CH:23]=4)[C:13]=3[N:14]=2)[CH2:3][CH2:2]1. The yield is 0.440.